From a dataset of Full USPTO retrosynthesis dataset with 1.9M reactions from patents (1976-2016). Predict the reactants needed to synthesize the given product. (1) Given the product [Cl:11][C:12]1[CH:13]=[C:14]([CH:23]=[CH:24][C:25]=1[O:26][CH2:27][CH:28]1[CH2:33][CH2:32][CH2:31][CH2:30][CH2:29]1)[CH2:15][CH:16]1[S:20][C:19](=[O:21])[NH:18][C:17]1=[O:22], predict the reactants needed to synthesize it. The reactants are: CC(=NO)C(C)=NO.[BH4-].[Na+].[Cl:11][C:12]1[CH:13]=[C:14]([CH:23]=[CH:24][C:25]=1[O:26][CH2:27][CH:28]1[CH2:33][CH2:32][CH2:31][CH2:30][CH2:29]1)[CH:15]=[C:16]1[S:20][C:19](=[O:21])[NH:18][C:17]1=[O:22].C(O)(=O)C. (2) Given the product [C:1]([CH:3]1[CH2:4][CH2:5][N:6]([C:9]([C@H:11]([NH:16][C:17]([C:19]2[C:27]3[C:22](=[N:23][CH:24]=[C:25]([C:28]4[S:32][C:31]([Cl:33])=[N:30][CH:29]=4)[N:26]=3)[NH:21][CH:20]=2)=[O:18])[C:12]([CH3:15])([CH3:14])[CH3:13])=[O:10])[CH2:7][CH2:8]1)#[N:2], predict the reactants needed to synthesize it. The reactants are: [C:1]([CH:3]1[CH2:8][CH2:7][N:6]([C:9]([C@H:11]([NH:16][C:17]([C:19]2[C:27]3[C:22](=[N:23][CH:24]=[C:25]([C:28]4[S:32][C:31]([Cl:33])=[N:30][CH:29]=4)[N:26]=3)[N:21](COCC[Si](C)(C)C)[CH:20]=2)=[O:18])[C:12]([CH3:15])([CH3:14])[CH3:13])=[O:10])[CH2:5][CH2:4]1)#[N:2].FC(F)(F)C(O)=O.C([O-])(=O)C.[Na+].O. (3) Given the product [Cl:1][C:2]1[CH:3]=[CH:4][C:5]2[N:11]3[CH:12]=[CH:13][CH:14]=[C:10]3[C@@H:9]([CH2:15][CH2:16][N:17]3[NH:21][N:20]=[C:19]([CH2:22][C:23]([OH:25])=[O:24])[NH:18]3)[O:8][C@H:7]([C:28]3[CH:33]=[CH:32][CH:31]=[C:30]([O:34][CH3:35])[C:29]=3[O:36][CH3:37])[C:6]=2[CH:38]=1, predict the reactants needed to synthesize it. The reactants are: [Cl:1][C:2]1[CH:3]=[CH:4][C:5]2[N:11]3[CH:12]=[CH:13][CH:14]=[C:10]3[C@@H:9]([CH2:15][CH2:16][N:17]3[NH:21][N:20]=[C:19]([CH2:22][C:23]([O:25]CC)=[O:24])[NH:18]3)[O:8][C@H:7]([C:28]3[CH:33]=[CH:32][CH:31]=[C:30]([O:34][CH3:35])[C:29]=3[O:36][CH3:37])[C:6]=2[CH:38]=1.C(=O)([O-])[O-].[K+].[K+].